This data is from Catalyst prediction with 721,799 reactions and 888 catalyst types from USPTO. The task is: Predict which catalyst facilitates the given reaction. (1) Reactant: [CH3:1][CH2:2][O:3][C:4]([CH:6](P(OCC)(OCC)=O)[F:7])=[O:5].C([Mg]Cl)(C)C.[CH2:21]([CH:23]([O:26][Si:27]([C:40]([CH3:43])([CH3:42])[CH3:41])([C:34]1[CH:39]=[CH:38][CH:37]=[CH:36][CH:35]=1)[C:28]1[CH:33]=[CH:32][CH:31]=[CH:30][CH:29]=1)C=O)C. Product: [Si:27]([O:26][CH2:23]/[CH:21]=[C:6](/[F:7])\[C:4]([O:3][CH2:2][CH3:1])=[O:5])([C:40]([CH3:41])([CH3:42])[CH3:43])([C:34]1[CH:35]=[CH:36][CH:37]=[CH:38][CH:39]=1)[C:28]1[CH:33]=[CH:32][CH:31]=[CH:30][CH:29]=1. The catalyst class is: 1. (2) Reactant: C(OC([N:8]1[CH2:13][CH2:12][N:11]([C:14]2[N:19]=[C:18]([C:20]3[CH:25]=[CH:24][N:23]=[C:22]([NH:26][CH:27]4[CH2:32][CH2:31][CH2:30][CH2:29][CH2:28]4)[CH:21]=3)[CH:17]=[CH:16][C:15]=2[C:33](=[O:35])[NH2:34])[CH2:10][CH2:9]1)=O)(C)(C)C.FC(F)(F)C(O)=O. Product: [CH:27]1([NH:26][C:22]2[CH:21]=[C:20]([C:18]3[CH:17]=[CH:16][C:15]([C:33]([NH2:34])=[O:35])=[C:14]([N:11]4[CH2:12][CH2:13][NH:8][CH2:9][CH2:10]4)[N:19]=3)[CH:25]=[CH:24][N:23]=2)[CH2:32][CH2:31][CH2:30][CH2:29][CH2:28]1. The catalyst class is: 2.